From a dataset of Reaction yield outcomes from USPTO patents with 853,638 reactions. Predict the reaction yield, written as a fraction of the theoretical maximum amount of product (1.0 means a 100% yield; for example, 0.34 means a 34% yield). (1) The reactants are [NH2:1][C:2]1[CH:3]=[CH:4][CH:5]=[C:6]2[C:11]=1[N:10]=[CH:9][CH:8]=[CH:7]2.[Cl:12][C:13]1[CH:18]=[C:17]([Cl:19])[CH:16]=[C:15]([Cl:20])[C:14]=1[S:21](Cl)(=[O:23])=[O:22]. The catalyst is CN(C1C=CN=CC=1)C. The product is [Cl:12][C:13]1[CH:18]=[C:17]([Cl:19])[CH:16]=[C:15]([Cl:20])[C:14]=1[S:21]([NH:1][C:2]1[CH:3]=[CH:4][CH:5]=[C:6]2[C:11]=1[N:10]=[CH:9][CH:8]=[CH:7]2)(=[O:23])=[O:22]. The yield is 0.760. (2) The reactants are [O:1]=[C:2]1[CH2:7][S:6][C:5]2[CH:8]=[CH:9][C:10]([CH:12]=[O:13])=[N:11][C:4]=2[NH:3]1.[OH:14]OS([O-])=O.[K+]. The catalyst is CN(C=O)C. The product is [O:1]=[C:2]1[CH2:7][S:6][C:5]2[CH:8]=[CH:9][C:10]([C:12]([OH:14])=[O:13])=[N:11][C:4]=2[NH:3]1. The yield is 0.770. (3) The reactants are Br[C:2]1[CH:3]=[C:4]2[CH:19]3[CH2:20][N:21]([C:24]([O:26][CH2:27][CH3:28])=[O:25])[CH2:22][CH2:23][CH:18]3[N:6]3[CH2:7][CH:8]([CH3:17])[N:9]([C:12]([O:14][CH2:15][CH3:16])=[O:13])[C:10]([CH:11]=1)=[C:5]23.[Cl:29][C:30]1[CH:35]=[C:34]([Cl:36])[CH:33]=[CH:32][C:31]=1B(O)O.C([O-])([O-])=O.[Na+].[Na+]. The yield is 0.290. The product is [Cl:29][C:30]1[CH:35]=[C:34]([Cl:36])[CH:33]=[CH:32][C:31]=1[C:2]1[CH:3]=[C:4]2[CH:19]3[CH2:20][N:21]([C:24]([O:26][CH2:27][CH3:28])=[O:25])[CH2:22][CH2:23][CH:18]3[N:6]3[CH2:7][CH:8]([CH3:17])[N:9]([C:12]([O:14][CH2:15][CH3:16])=[O:13])[C:10]([CH:11]=1)=[C:5]23. The catalyst is CN(C=O)C.C(OCC)(=O)C.C1C=CC([P]([Pd]([P](C2C=CC=CC=2)(C2C=CC=CC=2)C2C=CC=CC=2)([P](C2C=CC=CC=2)(C2C=CC=CC=2)C2C=CC=CC=2)[P](C2C=CC=CC=2)(C2C=CC=CC=2)C2C=CC=CC=2)(C2C=CC=CC=2)C2C=CC=CC=2)=CC=1. (4) The reactants are [CH3:1][O:2][CH2:3][C:4](=O)[CH2:5][C:6]([O:8]C)=O.Cl.[C:12](=[NH:17])([NH2:16])[CH2:13][CH2:14][CH3:15].C[O-].[Na+]. The catalyst is CO.C(OCC)(=O)C. The product is [CH3:1][O:2][CH2:3][C:4]1[N:16]=[C:12]([CH2:13][CH2:14][CH3:15])[NH:17][C:6](=[O:8])[CH:5]=1. The yield is 0.910. (5) The reactants are [CH2:1]([N:3]1[C:12]2[C:7](=[CH:8][N:9]=[C:10]([NH:13][CH2:14][CH2:15][O:16][CH3:17])[CH:11]=2)[CH:6]=[C:5]([C:18]2[C:19]([F:35])=[CH:20][C:21]([F:34])=[C:22]([NH:24][C:25]([NH:27][C:28]3[CH:33]=[CH:32][CH:31]=[CH:30][CH:29]=3)=[O:26])[CH:23]=2)[C:4]1=[O:36])[CH3:2].[CH3:37][S:38]([OH:41])(=[O:40])=[O:39]. The catalyst is CC#N. The product is [CH3:37][S:38]([OH:41])(=[O:40])=[O:39].[CH2:1]([N:3]1[C:12]2[C:7](=[CH:8][N:9]=[C:10]([NH:13][CH2:14][CH2:15][O:16][CH3:17])[CH:11]=2)[CH:6]=[C:5]([C:18]2[C:19]([F:35])=[CH:20][C:21]([F:34])=[C:22]([NH:24][C:25]([NH:27][C:28]3[CH:29]=[CH:30][CH:31]=[CH:32][CH:33]=3)=[O:26])[CH:23]=2)[C:4]1=[O:36])[CH3:2]. The yield is 0.800. (6) The reactants are [O:1]1[CH2:6][CH2:5][CH:4]([C:7]([OH:9])=O)[CH2:3][CH2:2]1.C1C=CC2N(O)N=NC=2C=1.C(Cl)CCl.[CH:24]([C:28]1[CH:32]=[C:31]([NH:33][C:34]([N:36]2[CH2:42][CH2:41][CH2:40][NH:39][CH2:38][CH2:37]2)=[O:35])[O:30][N:29]=1)([CH2:26][CH3:27])[CH3:25]. The catalyst is CN(C=O)C.CN(C1C=CN=CC=1)C.O. The product is [CH:24]([C:28]1[CH:32]=[C:31]([NH:33][C:34]([N:36]2[CH2:42][CH2:41][CH2:40][N:39]([C:7]([CH:4]3[CH2:3][CH2:2][O:1][CH2:6][CH2:5]3)=[O:9])[CH2:38][CH2:37]2)=[O:35])[O:30][N:29]=1)([CH2:26][CH3:27])[CH3:25]. The yield is 0.360. (7) The reactants are [NH2:1][C:2]1[C:7]([F:8])=[CH:6][N:5]=[C:4]([O:9][CH2:10][C:11]2[CH:12]=[C:13]([CH:16]=[CH:17][CH:18]=2)[C:14]#[N:15])[N:3]=1.[CH2:19]([N:22]=[C:23]=[S:24])[CH2:20][CH3:21].[Li+].C[Si]([N-][Si](C)(C)C)(C)C.[NH4+].[Cl-]. The catalyst is CN(C=O)C. The product is [C:14]([C:13]1[CH:12]=[C:11]([CH:18]=[CH:17][CH:16]=1)[CH2:10][O:9][C:4]1[N:3]=[C:2]([NH:1][C:23]([NH:22][CH2:19][CH2:20][CH3:21])=[S:24])[C:7]([F:8])=[CH:6][N:5]=1)#[N:15]. The yield is 0.520.